This data is from Drug-target binding data from BindingDB using IC50 measurements. The task is: Regression. Given a target protein amino acid sequence and a drug SMILES string, predict the binding affinity score between them. We predict pIC50 (pIC50 = -log10(IC50 in M); higher means more potent). Dataset: bindingdb_ic50. The small molecule is O=C(NCC(c1ccccc1)n1ccnc1)c1ccc(/C=C/c2ccc(F)cc2)cc1. The target protein (O35084) has sequence MTQAVKLASRVFHRIHLPLQLDASLGSRGSESVLRSLSDIPGPSTLSFLAELFCKGGLSRLHELQVHGAARYGPIWSGSFGTLRTVYVADPTLVEQLLRQESHCPERCSFSSWAEHRRRHQRACGLLTADGEEWQRLRSLLAPLLLRPQAAAGYAGTLDNVVRDLVRRLRRQRGRGSGLPGLVLDVAGEFYKFGLESIGAVLLGSRLGCLEAEVPPDTETFIHAVGSVFVSTLLTMAMPNWLHHLIPGPWARLCRDWDQMFAFAQRHVELREGEAAMRNQGKPEEDMPSGHHLTHFLFREKVSVQSIVGNVTELLLAGVDTVSNTLSWTLYELSRHPDVQTALHSEITAGTRGSCAHPHGTALSQLPLLKAVIKEVLRLYPVVPGNSRVPDRDIRVGNYVIPQDTLVSLCHYATSRDPTQFPDPNSFNPARWLGEGPTPHPFASLPFGFGKRSCIGRRLAELELQMALSQILTHFEVLPEPGALPIKPMTRTVLVPERSI.... The pIC50 is 6.2.